Predict the reactants needed to synthesize the given product. From a dataset of Full USPTO retrosynthesis dataset with 1.9M reactions from patents (1976-2016). (1) Given the product [F:42][C:43]1[CH:44]=[C:45]([CH:61]=[CH:62][CH:63]=1)[CH2:46][N:47]1[CH:51]=[C:50]([C:2]2[C:10]3[C:5](=[N:6][CH:7]=[C:8]([C:11]4[CH:12]=[C:13]([O:30][CH3:31])[C:14]([N:17]5[CH2:22][CH2:21][N:20]([C:23]([O:25][C:26]([CH3:29])([CH3:28])[CH3:27])=[O:24])[CH2:19][CH2:18]5)=[N:15][CH:16]=4)[CH:9]=3)[N:4]([S:32]([C:35]3[CH:41]=[CH:40][C:38]([CH3:39])=[CH:37][CH:36]=3)(=[O:34])=[O:33])[CH:3]=2)[CH:49]=[N:48]1, predict the reactants needed to synthesize it. The reactants are: I[C:2]1[C:10]2[C:5](=[N:6][CH:7]=[C:8]([C:11]3[CH:12]=[C:13]([O:30][CH3:31])[C:14]([N:17]4[CH2:22][CH2:21][N:20]([C:23]([O:25][C:26]([CH3:29])([CH3:28])[CH3:27])=[O:24])[CH2:19][CH2:18]4)=[N:15][CH:16]=3)[CH:9]=2)[N:4]([S:32]([C:35]2[CH:41]=[CH:40][C:38]([CH3:39])=[CH:37][CH:36]=2)(=[O:34])=[O:33])[CH:3]=1.[F:42][C:43]1[CH:44]=[C:45]([CH:61]=[CH:62][CH:63]=1)[CH2:46][N:47]1[CH:51]=[C:50](B2OC(C)(C)C(C)(C)O2)[CH:49]=[N:48]1.C(=O)([O-])[O-].[Na+].[Na+]. (2) The reactants are: [CH3:1][O:2][C:3]1[CH:4]=[C:5]([C:20](O)=[O:21])[C:6]2[O:10][C:9]([C:11]3[CH:16]=[CH:15][C:14]([O:17][CH3:18])=[CH:13][CH:12]=3)=[CH:8][C:7]=2[CH:19]=1.Cl.[CH3:24][NH:25][O:26][CH3:27].CCN=C=NCCCN(C)C. Given the product [CH3:27][O:26][N:25]([CH3:24])[C:20]([C:5]1[C:6]2[O:10][C:9]([C:11]3[CH:12]=[CH:13][C:14]([O:17][CH3:18])=[CH:15][CH:16]=3)=[CH:8][C:7]=2[CH:19]=[C:3]([O:2][CH3:1])[CH:4]=1)=[O:21], predict the reactants needed to synthesize it.